From a dataset of Full USPTO retrosynthesis dataset with 1.9M reactions from patents (1976-2016). Predict the reactants needed to synthesize the given product. (1) Given the product [NH2:1][C:2]1[C:7]([F:8])=[C:6]([C:9]2[CH:14]=[C:13]([F:15])[C:12]([I:26])=[CH:11][C:10]=2[F:20])[N:5]=[C:4]([C:21]([O:23][CH3:24])=[O:22])[C:3]=1[Cl:25], predict the reactants needed to synthesize it. The reactants are: [NH2:1][C:2]1[C:7]([F:8])=[C:6]([C:9]2[CH:14]=[C:13]([F:15])[C:12]([Si](C)(C)C)=[CH:11][C:10]=2[F:20])[N:5]=[C:4]([C:21]([O:23][CH3:24])=[O:22])[C:3]=1[Cl:25].[I:26]Cl.[O-]S([O-])=O.[Na+].[Na+]. (2) Given the product [Br:18][C:5]1[CH:6]=[CH:7][C:2]([NH2:1])=[C:3]([CH2:8][CH2:9][O:10][Si:11]([C:14]([CH3:17])([CH3:16])[CH3:15])([CH3:13])[CH3:12])[CH:4]=1, predict the reactants needed to synthesize it. The reactants are: [NH2:1][C:2]1[CH:7]=[CH:6][CH:5]=[CH:4][C:3]=1[CH2:8][CH2:9][O:10][Si:11]([C:14]([CH3:17])([CH3:16])[CH3:15])([CH3:13])[CH3:12].[Br:18]N1C(=O)CCC1=O.O.C(=O)(O)[O-].[Na+]. (3) Given the product [CH3:14][NH:13][C:6]1[C:5]2[C:10](=[CH:11][C:2]([C:31]3[CH:32]=[CH:27][CH:28]=[CH:29][C:15]=3[CH3:16])=[CH:3][CH:4]=2)[N:9]=[C:8]([NH2:12])[N:7]=1, predict the reactants needed to synthesize it. The reactants are: Br[C:2]1[CH:11]=[C:10]2[C:5]([C:6]([NH:13][CH3:14])=[N:7][C:8]([NH2:12])=[N:9]2)=[CH:4][CH:3]=1.[CH2:15](O)[CH3:16].C(=O)([O-])[O-].[Na+].[Na+].C(O[C:27]1[CH:32]=[CH:31]C=[CH:29][C:28]=1B(O)O)C. (4) Given the product [N:1]1[CH:6]=[CH:5][CH:4]=[CH:3][C:2]=1[CH2:7][N:8]([CH2:9][C:10]1[CH:15]=[CH:14][C:13](/[CH:16]=[CH:17]/[CH:18]([C:23]2[CH:28]=[C:27]([Cl:29])[C:26]([Cl:30])=[C:25]([Cl:31])[CH:24]=2)[C:19]([F:22])([F:21])[F:20])=[CH:12][C:11]=1[C:32]([F:35])([F:34])[F:33])[C:46]([CH:43]1[CH2:45][CH2:44]1)=[O:47], predict the reactants needed to synthesize it. The reactants are: [N:1]1[CH:6]=[CH:5][CH:4]=[CH:3][C:2]=1[CH2:7][NH:8][CH2:9][C:10]1[CH:15]=[CH:14][C:13](/[CH:16]=[CH:17]/[CH:18]([C:23]2[CH:28]=[C:27]([Cl:29])[C:26]([Cl:30])=[C:25]([Cl:31])[CH:24]=2)[C:19]([F:22])([F:21])[F:20])=[CH:12][C:11]=1[C:32]([F:35])([F:34])[F:33].CCN(CC)CC.[CH:43]1([C:46](Cl)=[O:47])[CH2:45][CH2:44]1. (5) Given the product [C:1]12([P:11]([CH2:16][CH2:17][CH2:18][CH3:19])[CH2:12][CH2:13][CH2:14][CH3:15])[CH2:8][CH:7]3[CH2:6][CH:5]([CH2:4][CH:3]([CH2:9]3)[CH2:2]1)[CH2:10]2, predict the reactants needed to synthesize it. The reactants are: [C:1]12([P:11]([C:16]34CC5CC(C[CH:18]([CH2:19]5)[CH2:17]3)C4)[CH2:12][CH2:13][CH2:14][CH3:15])[CH2:10][CH:5]3[CH2:6][CH:7]([CH2:9][CH:3]([CH2:4]3)[CH2:2]1)[CH2:8]2.C12([Mg]Br)CC3CC(CC(C3)C1)C2.ClP(CCCC)CCCC. (6) Given the product [CH2:35]([O:42][C@H:43]1[CH2:47][N:46]([C:48]([O:50][C:51]([CH3:52])([CH3:53])[CH3:54])=[O:49])[C@H:45]([C:55](=[O:56])[NH:8][C@H:9]([C:19]2[C:24]([C:25]3[CH:26]=[CH:27][C:28]([F:34])=[C:29]([C:30](=[O:31])[NH2:32])[CH:33]=3)=[CH:23][CH:22]=[CH:21][N:20]=2)[CH2:10][C:11]2[CH:12]=[C:13]([F:18])[CH:14]=[C:15]([F:17])[CH:16]=2)[CH2:44]1)[C:36]1[CH:41]=[CH:40][CH:39]=[CH:38][CH:37]=1, predict the reactants needed to synthesize it. The reactants are: FC(F)(F)C(O)=O.[NH2:8][C@H:9]([C:19]1[C:24]([C:25]2[CH:26]=[CH:27][C:28]([F:34])=[C:29]([CH:33]=2)[C:30]([NH2:32])=[O:31])=[CH:23][CH:22]=[CH:21][N:20]=1)[CH2:10][C:11]1[CH:16]=[C:15]([F:17])[CH:14]=[C:13]([F:18])[CH:12]=1.[CH2:35]([O:42][C@H:43]1[CH2:47][N:46]([C:48]([O:50][C:51]([CH3:54])([CH3:53])[CH3:52])=[O:49])[C@H:45]([C:55](O)=[O:56])[CH2:44]1)[C:36]1[CH:41]=[CH:40][CH:39]=[CH:38][CH:37]=1.